From a dataset of Forward reaction prediction with 1.9M reactions from USPTO patents (1976-2016). Predict the product of the given reaction. (1) The product is: [CH3:12][O:13][C:14](=[O:24])[CH2:15][C:16]1[CH:21]=[CH:20][CH:19]=[C:18]([CH2:22][N:7]([C:32]([O:35][C:29]([CH3:28])([CH3:30])[CH3:47])=[O:34])[CH2:6][CH2:5][C:4]2[CH:8]=[CH:9][CH:10]=[CH:11][C:3]=2[OH:2])[CH:17]=1. Given the reactants Br.[OH:2][C:3]1[CH:11]=[CH:10][CH:9]=[CH:8][C:4]=1[CH2:5][CH2:6][NH2:7].[CH3:12][O:13][C:14](=[O:24])[CH2:15][C:16]1[CH:21]=[CH:20][CH:19]=[C:18]([CH:22]=O)[CH:17]=1.CN1[CH2:30][CH2:29][CH2:28]C1=O.[C:32]([O:35][BH-](OC(=O)C)OC(=O)C)(=[O:34])C.[Na+].Cl[CH2:47]Cl, predict the reaction product. (2) The product is: [C:8]([C:7]1[CH:6]=[CH:5][C:4]([NH:10][C@H:11]([CH2:15][C:16]2[C:24]3[C:19](=[CH:20][CH:21]=[CH:22][CH:23]=3)[NH:18][CH:17]=2)[C:12]([NH2:14])=[O:13])=[CH:3][C:2]=1[NH:26][C:27]1[S:31][N:30]=[C:29]([CH3:32])[CH:28]=1)#[N:9]. Given the reactants Br[C:2]1[CH:3]=[C:4]([NH:10][C@H:11]([CH2:15][C:16]2[C:24]3[C:19](=[CH:20][CH:21]=[CH:22][CH:23]=3)[NH:18][CH:17]=2)[C:12]([NH2:14])=[O:13])[CH:5]=[CH:6][C:7]=1[C:8]#[N:9].Cl.[NH2:26][C:27]1[S:31][N:30]=[C:29]([CH3:32])[CH:28]=1.C([O-])([O-])=O.[K+].[K+].C1C=CC(P(C2C(C3C(P(C4C=CC=CC=4)C4C=CC=CC=4)=CC=C4C=3C=CC=C4)=C3C(C=CC=C3)=CC=2)C2C=CC=CC=2)=CC=1, predict the reaction product. (3) Given the reactants [F:1][C:2]1[CH:3]=[C:4]([S:8]([C:11]2[CH:16]=[CH:15][C:14](F)=[CH:13][C:12]=2[N+:18]([O-:20])=[O:19])(=[O:10])=[O:9])[CH:5]=[CH:6][CH:7]=1.[NH:21]1[CH2:27][CH2:26][CH2:25][NH:24][CH2:23][CH2:22]1.C(=O)([O-])[O-].[K+].[K+].O, predict the reaction product. The product is: [F:1][C:2]1[CH:3]=[C:4]([S:8]([C:11]2[CH:16]=[CH:15][C:14]([N:21]3[CH2:27][CH2:26][CH2:25][NH:24][CH2:23][CH2:22]3)=[CH:13][C:12]=2[N+:18]([O-:20])=[O:19])(=[O:10])=[O:9])[CH:5]=[CH:6][CH:7]=1. (4) Given the reactants [CH2:1]([O:5][C:6]1[CH:11]=[CH:10][C:9]([CH2:12][C:13](Cl)=[N:14][OH:15])=[CH:8][CH:7]=1)[CH2:2][CH2:3][CH3:4].[C:17]([C:19]1[C:20]([NH2:26])=[N:21][C:22]([NH2:25])=[CH:23][CH:24]=1)#[CH:18].C(N(CC)CC)C, predict the reaction product. The product is: [CH2:1]([O:5][C:6]1[CH:11]=[CH:10][C:9]([CH2:12][C:13]2[CH:18]=[C:17]([C:19]3[C:20]([NH2:26])=[N:21][C:22]([NH2:25])=[CH:23][CH:24]=3)[O:15][N:14]=2)=[CH:8][CH:7]=1)[CH2:2][CH2:3][CH3:4]. (5) Given the reactants [CH3:1][N:2]1[C:6]([CH2:7][NH:8][C:9](=[O:41])[C:10]2[CH:15]=[CH:14][CH:13]=[CH:12][C:11]=2[NH:16][C:17]2[CH:25]=[C:24]3[C:20]([C:21]([CH:34]=[N:35][N:36]4[CH:40]=[CH:39][CH:38]=[CH:37]4)=[N:22][N:23]3COCC[Si](C)(C)C)=[CH:19][CH:18]=2)=[CH:5][C:4]([CH3:42])=[N:3]1.C1(N)C=CC=C(N)C=1, predict the reaction product. The product is: [CH3:1][N:2]1[C:6]([CH2:7][NH:8][C:9](=[O:41])[C:10]2[CH:15]=[CH:14][CH:13]=[CH:12][C:11]=2[NH:16][C:17]2[CH:25]=[C:24]3[C:20]([C:21]([CH:34]=[N:35][N:36]4[CH:40]=[CH:39][CH:38]=[CH:37]4)=[N:22][NH:23]3)=[CH:19][CH:18]=2)=[CH:5][C:4]([CH3:42])=[N:3]1. (6) Given the reactants [CH2:1]1[N:17]2[C:18]3[C:10]([C:11]4[CH2:12][CH2:13][CH2:14][CH2:15][C:16]=42)=[CH:9][CH:8]=[CH:7][C:6]=3[CH2:5][CH2:4][NH:3][CH2:2]1.C([BH3-])#N.[Na+], predict the reaction product. The product is: [CH2:1]1[N:17]2[C:18]3[C:10]([CH:11]4[CH:16]2[CH2:15][CH2:14][CH2:13][CH2:12]4)=[CH:9][CH:8]=[CH:7][C:6]=3[CH2:5][CH2:4][NH:3][CH2:2]1.